The task is: Predict which catalyst facilitates the given reaction.. This data is from Catalyst prediction with 721,799 reactions and 888 catalyst types from USPTO. (1) Reactant: [CH:1]1([S:4]([C:7]2[CH:12]=[CH:11][C:10]([CH:13]([CH2:27][CH:28]3[CH2:33][CH2:32][O:31][CH2:30][CH2:29]3)[C:14](=O)[CH2:15][CH2:16][C:17]([C:19]3[S:20][C:21]([CH2:24][OH:25])=[CH:22][N:23]=3)=O)=[CH:9][CH:8]=2)(=[O:6])=[O:5])[CH2:3][CH2:2]1.C([O-])(=O)C.[NH4+:38].C(=O)([O-])O.[Na+]. Product: [CH:1]1([S:4]([C:7]2[CH:12]=[CH:11][C:10]([CH:13]([C:14]3[NH:38][C:17]([C:19]4[S:20][C:21]([CH2:24][OH:25])=[CH:22][N:23]=4)=[CH:16][CH:15]=3)[CH2:27][CH:28]3[CH2:29][CH2:30][O:31][CH2:32][CH2:33]3)=[CH:9][CH:8]=2)(=[O:6])=[O:5])[CH2:2][CH2:3]1. The catalyst class is: 15. (2) Reactant: [CH3:1][C:2]1([CH3:24])[CH2:7][O:6][C:5]2[CH:8]=[CH:9][CH:10]=[C:11]([CH2:12][N:13]3[CH2:18][CH2:17][C:16]4([CH2:23][CH2:22][NH:21][CH2:20][CH2:19]4)[CH2:15][CH2:14]3)[C:4]=2[O:3]1.C([O:27][C:28](=[O:44])[CH:29]([C:35]1[CH:43]=[N:42][CH:41]=[CH:40][C:36]=1[C:37](O)=[O:38])C(OCC)=O)C.CN(C(ON1N=NC2C=CC=CC1=2)=[N+](C)C)C.F[P-](F)(F)(F)(F)F.C(N(CC)CC)C.O.[OH-].[Li+]. Product: [CH3:1][C:2]1([CH3:24])[CH2:7][O:6][C:5]2[CH:8]=[CH:9][CH:10]=[C:11]([CH2:12][N:13]3[CH2:18][CH2:17][C:16]4([CH2:23][CH2:22][N:21]([C:37]([C:36]5[CH:40]=[CH:41][N:42]=[CH:43][C:35]=5[CH2:29][C:28]([OH:44])=[O:27])=[O:38])[CH2:20][CH2:19]4)[CH2:15][CH2:14]3)[C:4]=2[O:3]1. The catalyst class is: 46. (3) Reactant: [C:1]([NH:20][CH2:21][CH2:22][CH2:23][N:24]([CH3:26])[CH3:25])(=[O:19])[CH2:2][CH2:3][CH2:4][CH2:5][CH2:6][CH2:7][CH2:8][CH2:9][CH2:10][CH2:11][CH2:12][CH2:13][CH2:14][CH2:15][CH2:16][CH2:17][CH3:18].[Cl:27][CH2:28][C:29]([O:31][CH2:32]/[CH:33]=[C:34](/[CH2:36][CH2:37][CH:38]=[C:39]([CH3:41])[CH3:40])\[CH3:35])=[O:30].ClCC([O-])=O. Product: [Cl-:27].[CH3:26][N+:24]([CH3:25])([CH2:28][C:29]([O:31][CH2:32]/[CH:33]=[C:34](/[CH2:36][CH2:37][CH:38]=[C:39]([CH3:41])[CH3:40])\[CH3:35])=[O:30])[CH2:23][CH2:22][CH2:21][NH:20][C:1](=[O:19])[CH2:2][CH2:3][CH2:4][CH2:5][CH2:6][CH2:7][CH2:8][CH2:9][CH2:10][CH2:11][CH2:12][CH2:13][CH2:14][CH2:15][CH2:16][CH2:17][CH3:18]. The catalyst class is: 22.